This data is from Reaction yield outcomes from USPTO patents with 853,638 reactions. The task is: Predict the reaction yield, written as a fraction of the theoretical maximum amount of product (1.0 means a 100% yield; for example, 0.34 means a 34% yield). (1) The reactants are P(Cl)(Cl)(Cl)=O.[CH:6]([C:9]1[CH:17]=[C:16]([CH:18]([CH3:20])[CH3:19])[CH:15]=[C:11]([C:12]([NH2:14])=O)[C:10]=1[OH:21])([CH3:8])[CH3:7]. The catalyst is N1C=CC=CC=1. The product is [OH:21][C:10]1[C:9]([CH:6]([CH3:7])[CH3:8])=[CH:17][C:16]([CH:18]([CH3:20])[CH3:19])=[CH:15][C:11]=1[C:12]#[N:14]. The yield is 0.600. (2) The reactants are [C:1](=[O:8])([O:5][CH2:6][CH3:7])OCC.C[O-].[Na+].[Br:12][C:13]1[CH:18]=[CH:17][C:16]([NH:19]CCO)=[CH:15][C:14]=1[CH3:23].[Cl-].[NH4+]. The catalyst is CO. The product is [Br:12][C:13]1[CH:18]=[CH:17][C:16]([N:19]2[CH2:7][CH2:6][O:5][C:1]2=[O:8])=[CH:15][C:14]=1[CH3:23]. The yield is 0.730. (3) The reactants are [NH2:1][C@H:2]([C@@H:6]([OH:9])[CH2:7][CH3:8])[C:3]([OH:5])=[O:4].[C:10]([O-:13])(O)=[O:11].[Na+].[C:15]1([CH2:21][CH2:22][CH2:23][CH2:24][CH2:25]C2C(=O)N(C([O-])=O)C=CC=2)[CH:20]=[CH:19][CH:18]=[CH:17][CH:16]=1. The catalyst is O.C1COCC1. The product is [OH:9][C@@H:6]([CH2:7][CH3:8])[C@@H:2]([NH:1][C:10]([O:13][CH2:25][CH2:24][CH2:23][CH2:22][CH2:21][C:15]1[CH:20]=[CH:19][CH:18]=[CH:17][CH:16]=1)=[O:11])[C:3]([OH:5])=[O:4]. The yield is 0.600. (4) The reactants are [NH2:1][C:2]([CH2:29][C:30]1[CH:35]=[CH:34][C:33]([C:36]2[CH:41]=[CH:40][CH:39]=[CH:38][N:37]=2)=[CH:32][CH:31]=1)=[CH:3][C:4](=[O:28])[C@@H:5]([N:13]([CH2:21][C:22]1[CH:27]=[CH:26][CH:25]=[CH:24][CH:23]=1)[CH2:14][C:15]1[CH:20]=[CH:19][CH:18]=[CH:17][CH:16]=1)[CH2:6][C:7]1[CH:12]=[CH:11][CH:10]=[CH:9][CH:8]=1.CS(O)(=O)=O.O([BH-](OC(C)=O)OC(C)=O)C(C)=O.[Na+].N(CCO)(CCO)CCO.[BH4-].[Na+]. The catalyst is ClCCl.O.C(O)(C)C.CC(N(C)C)=O. The product is [NH2:1][C@@H:2]([CH2:29][C:30]1[CH:31]=[CH:32][C:33]([C:36]2[CH:41]=[CH:40][CH:39]=[CH:38][N:37]=2)=[CH:34][CH:35]=1)[CH2:3][C@H:4]([OH:28])[C@@H:5]([N:13]([CH2:21][C:22]1[CH:23]=[CH:24][CH:25]=[CH:26][CH:27]=1)[CH2:14][C:15]1[CH:20]=[CH:19][CH:18]=[CH:17][CH:16]=1)[CH2:6][C:7]1[CH:8]=[CH:9][CH:10]=[CH:11][CH:12]=1. The yield is 0.835.